This data is from Forward reaction prediction with 1.9M reactions from USPTO patents (1976-2016). The task is: Predict the product of the given reaction. (1) Given the reactants [C:1]([C:5]1[N:9]([CH2:10][CH:11]2[CH2:16][CH2:15][O:14][CH2:13][CH2:12]2)[C:8]2[CH:17]=[CH:18][C:19]([S:21](Cl)(=[O:23])=[O:22])=[CH:20][C:7]=2[N:6]=1)([CH3:4])([CH3:3])[CH3:2].[CH2:25]([NH:27][CH2:28][CH3:29])[CH3:26], predict the reaction product. The product is: [C:1]([C:5]1[N:9]([CH2:10][CH:11]2[CH2:16][CH2:15][O:14][CH2:13][CH2:12]2)[C:8]2[CH:17]=[CH:18][C:19]([S:21]([N:27]([CH2:28][CH3:29])[CH2:25][CH3:26])(=[O:23])=[O:22])=[CH:20][C:7]=2[N:6]=1)([CH3:4])([CH3:3])[CH3:2]. (2) Given the reactants [CH3:1][C:2]1[CH:7]=[CH:6][C:5]([S:8]([O:11][CH2:12][CH:13]2[CH2:17][C:16]3[CH:18]=[C:19]([Cl:24])[CH:20]=[C:21]([O:22]C)[C:15]=3[O:14]2)(=[O:10])=[O:9])=[CH:4][CH:3]=1.CC1C=CC(S(OCC2CC3C=CC=C(O)C=3O2)(=O)=O)=CC=1, predict the reaction product. The product is: [CH3:1][C:2]1[CH:7]=[CH:6][C:5]([S:8]([O:11][CH2:12][CH:13]2[CH2:17][C:16]3[CH:18]=[C:19]([Cl:24])[CH:20]=[C:21]([OH:22])[C:15]=3[O:14]2)(=[O:9])=[O:10])=[CH:4][CH:3]=1. (3) Given the reactants ClC(Cl)(Cl)C(Cl)(Cl)Cl.[F:9][C:10]1[CH:11]=[C:12]([CH3:26])[C:13]([NH:16][NH:17][C:18]([C@@H:20]2[CH2:24][CH2:23][CH2:22][N:21]2[CH3:25])=O)=[N:14][CH:15]=1.C(N(CC)CC)C.C1(P(C2C=CC=CC=2)C2C=CC=CC=2)C=CC=CC=1, predict the reaction product. The product is: [F:9][C:10]1[CH:11]=[C:12]([CH3:26])[C:13]2[N:14]([C:18]([C@@H:20]3[CH2:24][CH2:23][CH2:22][N:21]3[CH3:25])=[N:17][N:16]=2)[CH:15]=1. (4) Given the reactants [F:1][C:2]([F:34])([F:33])[C:3]1[CH:4]=[C:5]([C:13]([N:15]2[CH2:20][CH2:19][C@H:18]([N:21]3[CH2:26][CH2:25][NH:24][CH2:23][CH2:22]3)[C@H:17]([C:27]3[CH:32]=[CH:31][CH:30]=[CH:29][CH:28]=3)[CH2:16]2)=[O:14])[CH:6]=[C:7]([C:9]([F:12])([F:11])[F:10])[CH:8]=1.Br[CH2:36][CH:37]1[CH2:39][CH2:38]1, predict the reaction product. The product is: [F:34][C:2]([F:33])([F:1])[C:3]1[CH:4]=[C:5]([C:13]([N:15]2[CH2:20][CH2:19][C@H:18]([N:21]3[CH2:26][CH2:25][N:24]([CH2:36][CH:37]4[CH2:39][CH2:38]4)[CH2:23][CH2:22]3)[C@H:17]([C:27]3[CH:32]=[CH:31][CH:30]=[CH:29][CH:28]=3)[CH2:16]2)=[O:14])[CH:6]=[C:7]([C:9]([F:10])([F:11])[F:12])[CH:8]=1. (5) Given the reactants [NH2:1][CH2:2][C:3]1[C:8]([C:9]([O:11]C)=O)=[C:7]([Cl:13])[N:6]=[CH:5][CH:4]=1.[F:14][C:15]1[CH:16]=[C:17]([CH:20]=[CH:21][C:22]=1[F:23])[CH:18]=O.[BH-](OC(C)=O)(OC(C)=O)OC(C)=O.[Na+].CC(O)=O, predict the reaction product. The product is: [Cl:13][C:7]1[C:8]2[C:9](=[O:11])[N:1]([CH2:18][C:17]3[CH:20]=[CH:21][C:22]([F:23])=[C:15]([F:14])[CH:16]=3)[CH2:2][C:3]=2[CH:4]=[CH:5][N:6]=1. (6) Given the reactants [OH:1][C:2]1[CH:7]=[CH:6][C:5]([C:8]2[CH:9]=[C:10]([C:15]3[CH:16]=[C:17]([CH:21]=[CH:22][CH:23]=3)[C:18]([OH:20])=O)[NH:11][C:12](=[O:14])[N:13]=2)=[CH:4][C:3]=1[CH3:24].[NH2:25][CH2:26][CH2:27][NH:28]C(=O)OC(C)(C)C.ON1C2C=CC=CC=2N=N1.CCN=C=NCCC[N+](C)(C)C.[I-], predict the reaction product. The product is: [NH2:25][CH2:26][CH2:27][NH:28][C:18](=[O:20])[C:17]1[CH:21]=[CH:22][CH:23]=[C:15]([C:10]2[NH:11][C:12](=[O:14])[N:13]=[C:8]([C:5]3[CH:6]=[CH:7][C:2]([OH:1])=[C:3]([CH3:24])[CH:4]=3)[CH:9]=2)[CH:16]=1.